This data is from Reaction yield outcomes from USPTO patents with 853,638 reactions. The task is: Predict the reaction yield, written as a fraction of the theoretical maximum amount of product (1.0 means a 100% yield; for example, 0.34 means a 34% yield). (1) The reactants are [CH:1]([O:4][C:5]([N:7]1[CH2:12][CH2:11][CH:10]([O:13][C:14]2[N:19]=[CH:18][N:17]=[C:16]3[N:20]([C:23]4[CH:28]=[CH:27][C:26](I)=[CH:25][C:24]=4[CH3:30])[N:21]=[CH:22][C:15]=23)[CH2:9][CH2:8]1)=[O:6])([CH3:3])[CH3:2].[CH3:31][S:32]([CH2:35][CH2:36][N:37]1[CH2:42][CH2:41][NH:40][CH2:39][CH2:38]1)(=[O:34])=[O:33].N1CCC[C@H]1C(O)=O.C(=O)([O-])[O-].[K+].[K+]. The catalyst is CS(C)=O.[Cu]I. The product is [CH:1]([O:4][C:5]([N:7]1[CH2:12][CH2:11][CH:10]([O:13][C:14]2[N:19]=[CH:18][N:17]=[C:16]3[N:20]([C:23]4[CH:28]=[CH:27][C:26]([N:40]5[CH2:39][CH2:38][N:37]([CH2:36][CH2:35][S:32]([CH3:31])(=[O:33])=[O:34])[CH2:42][CH2:41]5)=[CH:25][C:24]=4[CH3:30])[N:21]=[CH:22][C:15]=23)[CH2:9][CH2:8]1)=[O:6])([CH3:3])[CH3:2]. The yield is 0.0600. (2) The reactants are [F:1][C:2]1[CH:10]=[CH:9][CH:8]=[C:7]([F:11])[C:3]=1[C:4](Cl)=[O:5].[NH2:12][C:13]1[S:14][C:15]([C:22]2[CH:27]=[CH:26][CH:25]=[C:24]([C:28]([F:31])([F:30])[F:29])[CH:23]=2)=[C:16]([C:18]([O:20][CH3:21])=[O:19])[N:17]=1.CCN(CC)CC.C([O-])(O)=O.[Na+]. The catalyst is C1COCC1. The product is [F:1][C:2]1[CH:10]=[CH:9][CH:8]=[C:7]([F:11])[C:3]=1[C:4]([NH:12][C:13]1[S:14][C:15]([C:22]2[CH:27]=[CH:26][CH:25]=[C:24]([C:28]([F:31])([F:29])[F:30])[CH:23]=2)=[C:16]([C:18]([O:20][CH3:21])=[O:19])[N:17]=1)=[O:5]. The yield is 0.720. (3) The reactants are [OH:1][C:2]1[CH:11]=[C:10]2[C:5]([C:6](=[O:20])[C:7]([C:12]3[CH:17]=[CH:16][C:15]([O:18][CH3:19])=[CH:14][CH:13]=3)=[CH:8][O:9]2)=[CH:4][CH:3]=1.C([O-])([O-])=O.[K+].[K+].Br[CH:28]([CH3:30])[CH3:29].CN(C=O)C. The catalyst is O. The product is [CH:28]([O:1][C:2]1[CH:11]=[C:10]2[C:5]([C:6](=[O:20])[C:7]([C:12]3[CH:17]=[CH:16][C:15]([O:18][CH3:19])=[CH:14][CH:13]=3)=[CH:8][O:9]2)=[CH:4][CH:3]=1)([CH3:30])[CH3:29]. The yield is 0.940. (4) The reactants are [NH2:1][C:2]1[CH:9]=[C:8]([CH3:10])[C:5]([CH:6]=[O:7])=[C:4]([CH3:11])[CH:3]=1.[C:12]1([S:18](Cl)(=[O:20])=[O:19])[CH:17]=[CH:16][CH:15]=[CH:14][CH:13]=1.[Cl-].[NH4+]. The catalyst is C(Cl)Cl.N1C=CC=CC=1. The product is [CH3:11][C:4]1[CH:3]=[C:2]([NH:1][S:18]([C:12]2[CH:17]=[CH:16][CH:15]=[CH:14][CH:13]=2)(=[O:20])=[O:19])[CH:9]=[C:8]([CH3:10])[C:5]=1[CH:6]=[O:7]. The yield is 0.530. (5) The reactants are [CH2:1]([O:8][C:9]1[CH:18]=[CH:17][C:12]([C:13]([O:15][CH3:16])=[O:14])=[CH:11][C:10]=1Br)[C:2]1[CH:7]=[CH:6][CH:5]=[CH:4][CH:3]=1.C(=O)([O-])[O-].[Cs+].[Cs+].[CH3:26]/[C:27](/B(O)O)=[CH:28]/[CH3:29].O. The catalyst is O1CCCC1. The product is [CH2:1]([O:8][C:9]1[CH:18]=[CH:17][C:12]([C:13]([O:15][CH3:16])=[O:14])=[CH:11][C:10]=1/[C:27](/[CH3:26])=[CH:28]\[CH3:29])[C:2]1[CH:7]=[CH:6][CH:5]=[CH:4][CH:3]=1. The yield is 0.410. (6) The reactants are [ClH:1].[Cl:2][C:3]1[S:7][C:6]([C@H:8]([C:21]([N:23]2[CH2:28][CH2:27][N:26]([C:29]3[C:30]4[C@H:37]([CH3:38])[CH2:36][C@@H:35]([OH:39])[C:31]=4[N:32]=[CH:33][N:34]=3)[CH2:25][CH2:24]2)=[O:22])[CH2:9][N:10]([CH:18]([CH3:20])[CH3:19])C(=O)OC(C)(C)C)=[CH:5][CH:4]=1. The catalyst is O1CCOCC1.C(Cl)Cl. The product is [ClH:2].[ClH:1].[Cl:2][C:3]1[S:7][C:6]([C@@H:8]([CH2:9][NH:10][CH:18]([CH3:20])[CH3:19])[C:21]([N:23]2[CH2:24][CH2:25][N:26]([C:29]3[C:30]4[C@H:37]([CH3:38])[CH2:36][C@@H:35]([OH:39])[C:31]=4[N:32]=[CH:33][N:34]=3)[CH2:27][CH2:28]2)=[O:22])=[CH:5][CH:4]=1. The yield is 0.999. (7) The reactants are I[C:2]1[CH:7]=[CH:6][C:5]([C:8]2[CH:9]=[CH:10][C:11]3[N:12]([C:21]4[CH:26]=[CH:25][CH:24]=[CH:23][CH:22]=4)[C:13]4[C:18]([C:19]=3[CH:20]=2)=[CH:17][CH:16]=[CH:15][CH:14]=4)=[CH:4][CH:3]=1.[CH3:27][C:28]1([CH3:42])[C:40]2[CH:39]=[C:38]([NH2:41])[CH:37]=[CH:36][C:35]=2[C:34]2[C:29]1=[CH:30][CH:31]=[CH:32][CH:33]=2. The catalyst is C1(C)C=CC=CC=1. The product is [CH3:27][C:28]1([CH3:42])[C:40]2[CH:39]=[C:38]([NH:41][C:2]3[CH:3]=[CH:4][C:5]([C:8]4[CH:9]=[CH:10][C:11]5[N:12]([C:21]6[CH:26]=[CH:25][CH:24]=[CH:23][CH:22]=6)[C:13]6[C:18]([C:19]=5[CH:20]=4)=[CH:17][CH:16]=[CH:15][CH:14]=6)=[CH:6][CH:7]=3)[CH:37]=[CH:36][C:35]=2[C:34]2[C:29]1=[CH:30][CH:31]=[CH:32][CH:33]=2. The yield is 0.960.